This data is from Reaction yield outcomes from USPTO patents with 853,638 reactions. The task is: Predict the reaction yield, written as a fraction of the theoretical maximum amount of product (1.0 means a 100% yield; for example, 0.34 means a 34% yield). (1) The reactants are Br[C:2]1[CH:15]=[C:14]2[C:5]([O:6][CH:7]3[CH:12]([C:13]42[CH2:19][S:18][C:17]([NH:20]C(=O)OC(C)(C)C)=[N:16]4)[CH2:11][CH2:10][CH:9]([OH:28])[CH2:8]3)=[CH:4][CH:3]=1.[Cl:29][C:30]1[CH:31]=[C:32](B(O)O)[CH:33]=[N:34][CH:35]=1.C([O-])([O-])=O.[Na+].[Na+].O1CCOCC1. The catalyst is C(OCC)(=O)C.[Cl-].[Na+].O.C1C=CC([P]([Pd]([P](C2C=CC=CC=2)(C2C=CC=CC=2)C2C=CC=CC=2)([P](C2C=CC=CC=2)(C2C=CC=CC=2)C2C=CC=CC=2)[P](C2C=CC=CC=2)(C2C=CC=CC=2)C2C=CC=CC=2)(C2C=CC=CC=2)C2C=CC=CC=2)=CC=1. The product is [NH2:20][C:17]1[S:18][CH2:19][C:13]2([N:16]=1)[CH:12]1[CH:7]([CH2:8][CH:9]([OH:28])[CH2:10][CH2:11]1)[O:6][C:5]1[C:14]2=[CH:15][C:2]([C:32]2[CH:33]=[N:34][CH:35]=[C:30]([Cl:29])[CH:31]=2)=[CH:3][CH:4]=1. The yield is 0.693. (2) The reactants are [F:1][C:2]1[CH:7]=[CH:6][C:5]([C:8]2[N:9]=[C:10]([C:13]([CH3:20])([CH3:19])[C:14]([O:16]CC)=[O:15])[S:11][CH:12]=2)=[CH:4][CH:3]=1.O.[OH-].[Li+]. The catalyst is C1COCC1.C(O)C.O. The product is [F:1][C:2]1[CH:3]=[CH:4][C:5]([C:8]2[N:9]=[C:10]([C:13]([CH3:20])([CH3:19])[C:14]([OH:16])=[O:15])[S:11][CH:12]=2)=[CH:6][CH:7]=1. The yield is 0.990. (3) The reactants are [CH:1]1([CH2:6][CH:7]([C:11]2[CH:16]=[CH:15][C:14]([C:17]#[C:18][CH2:19][N:20]3[CH2:25][CH2:24][O:23][CH2:22][CH2:21]3)=[CH:13][CH:12]=2)[C:8]([OH:10])=O)[CH2:5][CH2:4][CH2:3][CH2:2]1.F[P-](F)(F)(F)(F)F.N1(O[P+](N(C)C)(N(C)C)N(C)C)C2C=CC=CC=2N=N1.C(N(CC)CC)C.[NH2:60][C:61]1[S:62][CH:63]=[CH:64][N:65]=1. The catalyst is C(Cl)Cl. The product is [CH:1]1([CH2:6][CH:7]([C:11]2[CH:12]=[CH:13][C:14]([C:17]#[C:18][CH2:19][N:20]3[CH2:21][CH2:22][O:23][CH2:24][CH2:25]3)=[CH:15][CH:16]=2)[C:8]([NH:60][C:61]2[S:62][CH:63]=[CH:64][N:65]=2)=[O:10])[CH2:5][CH2:4][CH2:3][CH2:2]1. The yield is 0.712. (4) The reactants are [O:1]1[CH2:6][CH2:5][N:4]([S:7]([C:10]2[CH:11]=[C:12]([CH:16]=[CH:17][CH:18]=2)[C:13]([OH:15])=O)(=[O:9])=[O:8])[CH2:3][CH2:2]1.N1(O)C2C=CC=CC=2N=N1.C(Cl)CCl.C(=O)(O)[O-].[Na+].[Cl:38][C:39]1[CH:44]=[CH:43][C:42]([OH:45])=[C:41]([C:46]2[CH:50]=[CH:49][NH:48][N:47]=2)[CH:40]=1. The catalyst is C1COCC1. The product is [Cl:38][C:39]1[CH:44]=[CH:43][C:42]([OH:45])=[C:41]([C:46]2[CH:50]=[CH:49][N:48]([C:13]([C:12]3[CH:16]=[CH:17][CH:18]=[C:10]([S:7]([N:4]4[CH2:3][CH2:2][O:1][CH2:6][CH2:5]4)(=[O:8])=[O:9])[CH:11]=3)=[O:15])[N:47]=2)[CH:40]=1. The yield is 0.510.